Dataset: Full USPTO retrosynthesis dataset with 1.9M reactions from patents (1976-2016). Task: Predict the reactants needed to synthesize the given product. (1) Given the product [F:22][C:20]1([F:23])[CH2:19][CH:18]2[N:17]([C:14]3[CH:15]=[CH:16][N:11]4[C:12]([N:13]=3)=[C:8]([C:6](=[O:7])[NH:5][CH2:4][C@H:3]([OH:32])[CH2:2][O:31][C:25]3[CH:26]=[CH:27][C:28]([F:30])=[CH:29][C:24]=32)[CH:9]=[N:10]4)[CH2:21]1, predict the reactants needed to synthesize it. The reactants are: Cl[CH2:2][C@@H:3]([OH:32])[CH2:4][NH:5][C:6]([C:8]1[CH:9]=[N:10][N:11]2[CH:16]=[CH:15][C:14]([N:17]3[CH2:21][C:20]([F:23])([F:22])[CH2:19][CH:18]3[C:24]3[CH:29]=[C:28]([F:30])[CH:27]=[CH:26][C:25]=3[OH:31])=[N:13][C:12]=12)=[O:7].C([O-])([O-])=O.[Cs+].[Cs+]. (2) Given the product [Br:1][C:2]1[CH:7]=[CH:6][C:5]([O:8][CH2:11][CH2:18][CH2:19][O:20][CH3:21])=[CH:4][CH:3]=1, predict the reactants needed to synthesize it. The reactants are: [Br:1][C:2]1[CH:7]=[CH:6][C:5]([OH:8])=[CH:4][CH:3]=1.[I-].[Na+].[C:11](=O)([O-])[O-].[K+].[K+].Cl[CH2:18][CH2:19][O:20][CH3:21]. (3) Given the product [OH:15][CH2:14][C:13]1[O:16][C:10]([CH2:9][OH:8])=[CH:11][CH:12]=1, predict the reactants needed to synthesize it. The reactants are: CC1OC(C)=CC=1.[OH:8][CH2:9][C:10]1[O:16][C:13]([CH:14]=[O:15])=[CH:12][CH:11]=1. (4) Given the product [CH2:28]([N:3]([CH2:1][CH3:2])[CH2:4][CH2:5][NH:6][C@@H:14]1[CH2:18][CH2:17][N:16]([C:19]2[CH:24]=[CH:23][C:22]([N+:25]([O-:27])=[O:26])=[CH:21][CH:20]=2)[CH2:15]1)[CH3:29], predict the reactants needed to synthesize it. The reactants are: [CH2:1]([N:3]([CH2:28][CH3:29])[CH2:4][CH2:5][N:6]([C@@H:14]1[CH2:18][CH2:17][N:16]([C:19]2[CH:24]=[CH:23][C:22]([N+:25]([O-:27])=[O:26])=[CH:21][CH:20]=2)[CH2:15]1)C(=O)OC(C)(C)C)[CH3:2].FC(F)(F)C(O)=O.